Dataset: Full USPTO retrosynthesis dataset with 1.9M reactions from patents (1976-2016). Task: Predict the reactants needed to synthesize the given product. (1) Given the product [O:4]1[C:5]2([CH2:6][CH2:7][C:8]([C:21]3[CH:22]=[CH:23][C:24]([NH:27][C:28](=[O:37])[O:29][CH2:30][C:31]4[CH:36]=[CH:35][CH:34]=[CH:33][CH:32]=4)=[CH:25][CH:26]=3)=[CH:9][CH2:10]2)[O:1][CH2:2][CH2:3]1, predict the reactants needed to synthesize it. The reactants are: [O:1]1[C:5]2([CH2:10][CH:9]=[C:8](B3OC(C)(C)C(C)(C)O3)[CH2:7][CH2:6]2)[O:4][CH2:3][CH2:2]1.Br[C:21]1[CH:26]=[CH:25][C:24]([NH:27][C:28](=[O:37])[O:29][CH2:30][C:31]2[CH:36]=[CH:35][CH:34]=[CH:33][CH:32]=2)=[CH:23][CH:22]=1. (2) Given the product [Br:1][C:2]1[CH:10]=[CH:9][C:5]([C:6]([N:17]2[CH2:18][CH:15]([F:14])[CH2:16]2)=[O:8])=[CH:4][C:3]=1[O:11][CH3:12], predict the reactants needed to synthesize it. The reactants are: [Br:1][C:2]1[CH:10]=[CH:9][C:5]([C:6]([OH:8])=O)=[CH:4][C:3]=1[O:11][CH3:12].Cl.[F:14][CH:15]1[CH2:18][NH:17][CH2:16]1. (3) Given the product [NH2:31][C:25]1([C:23]([NH:22][C@H:3]([C:1]#[N:2])[CH2:4][C:5]2[CH:10]=[CH:9][C:8]([C:11]3[CH:12]=[C:13]4[CH2:19][N:18]([CH3:20])[C:17](=[O:21])[C:14]4=[N:15][CH:16]=3)=[CH:7][CH:6]=2)=[O:24])[CH2:26][CH2:27][O:41][CH2:39][CH2:42]1, predict the reactants needed to synthesize it. The reactants are: [C:1]([C@@H:3]([NH:22][C:23]([C:25]1([NH:31]C(=O)OC(C)(C)C)CCC[CH2:27][CH2:26]1)=[O:24])[CH2:4][C:5]1[CH:10]=[CH:9][C:8]([C:11]2[CH:12]=[C:13]3[CH2:19][N:18]([CH3:20])[C:17](=[O:21])[C:14]3=[N:15][CH:16]=2)=[CH:7][CH:6]=1)#[N:2].[CH:39]([OH:41])=O.[C:42](#N)C. (4) Given the product [NH2:1][C:2]1[C:7]([C:8]([O:10][CH3:12])=[O:9])=[CH:6][C:5]([Br:11])=[CH:4][N:3]=1, predict the reactants needed to synthesize it. The reactants are: [NH2:1][C:2]1[C:7]([C:8]([OH:10])=[O:9])=[CH:6][C:5]([Br:11])=[CH:4][N:3]=1.[CH3:12]CN(CC)CC.COS(OC)(=O)=O. (5) The reactants are: Br[C:2]1[CH:3]([C:14]2[CH:19]=[CH:18][C:17]([O:20][CH2:21][CH2:22][N:23]3[CH2:26][CH:25]([CH2:27][F:28])[CH2:24]3)=[CH:16][CH:15]=2)[O:4][C:5]2[C:10]([C:11]=1[CH3:12])=[CH:9][C:8]([OH:13])=[CH:7][CH:6]=2.[CH3:29][S:30]([C:33]1[CH:38]=[CH:37][C:36](B(O)O)=[CH:35][CH:34]=1)(=[O:32])=[O:31].C(=O)([O-])[O-].[K+].[K+]. Given the product [F:28][CH2:27][CH:25]1[CH2:26][N:23]([CH2:22][CH2:21][O:20][C:17]2[CH:18]=[CH:19][C:14]([CH:3]3[C:2]([C:36]4[CH:37]=[CH:38][C:33]([S:30]([CH3:29])(=[O:32])=[O:31])=[CH:34][CH:35]=4)=[C:11]([CH3:12])[C:10]4[C:5](=[CH:6][CH:7]=[C:8]([OH:13])[CH:9]=4)[O:4]3)=[CH:15][CH:16]=2)[CH2:24]1, predict the reactants needed to synthesize it.